This data is from Full USPTO retrosynthesis dataset with 1.9M reactions from patents (1976-2016). The task is: Predict the reactants needed to synthesize the given product. (1) Given the product [CH3:18][O:17][C:5]1[C:4]([CH2:3][CH:2]=[O:1])=[C:13]2[C:8]([C:9](=[O:16])[CH2:10][C:11]([CH3:14])([CH3:15])[O:12]2)=[CH:7][CH:6]=1, predict the reactants needed to synthesize it. The reactants are: [OH:1][CH2:2][CH2:3][C:4]1[C:5]([O:17][CH3:18])=[CH:6][CH:7]=[C:8]2[C:13]=1[O:12][C:11]([CH3:15])([CH3:14])[CH2:10][C:9]2=[O:16].[Br-].[Na+].CC1(C)CCCC(C)(C)[NH+]1[O-].Cl[O-].[Na+].C(=O)(O)[O-].[Na+]. (2) Given the product [Br:1][C:2]1[CH:3]=[C:4]([C:10]([O:12][CH3:19])=[O:11])[S:5][C:6]=1[CH2:7][CH2:8][CH3:9], predict the reactants needed to synthesize it. The reactants are: [Br:1][C:2]1[CH:3]=[C:4]([C:10]([OH:12])=[O:11])[S:5][C:6]=1[CH2:7][CH2:8][CH3:9].S(=O)(=O)(O)O.O.[CH3:19]O. (3) Given the product [C:17]([NH:20][C:21]1[CH:28]=[CH:27][C:24]([CH:25]=[CH:9][C:8]([C:7]2[C:2]([OH:1])=[CH:3][CH:4]=[CH:5][C:6]=2[O:11][CH2:12][C:13]([OH:15])=[O:14])=[O:10])=[CH:23][CH:22]=1)(=[O:19])[CH3:18], predict the reactants needed to synthesize it. The reactants are: [OH:1][C:2]1[C:7]([C:8](=[O:10])[CH3:9])=[C:6]([O:11][CH2:12][C:13]([O:15]C)=[O:14])[CH:5]=[CH:4][CH:3]=1.[C:17]([NH:20][C:21]1[CH:28]=[CH:27][C:24]([CH:25]=O)=[CH:23][CH:22]=1)(=[O:19])[CH3:18].[OH-].[K+].Cl. (4) The reactants are: Br[C:2]1[CH:3]=[C:4]([O:9][CH:10]([CH3:12])[CH3:11])[C:5]([NH2:8])=[N:6][CH:7]=1.[CH3:13][C:14]1([CH3:30])[C:18]([CH3:20])([CH3:19])[O:17][B:16]([B:16]2[O:17][C:18]([CH3:20])([CH3:19])[C:14]([CH3:30])([CH3:13])[O:15]2)[O:15]1.C([O-])(=O)C.[K+].C1(P(C2CCCCC2)C2CCCCC2)CCCCC1. Given the product [CH:10]([O:9][C:4]1[C:5]([NH2:8])=[N:6][CH:7]=[C:2]([B:16]2[O:17][C:18]([CH3:20])([CH3:19])[C:14]([CH3:30])([CH3:13])[O:15]2)[CH:3]=1)([CH3:12])[CH3:11], predict the reactants needed to synthesize it. (5) Given the product [IH:24].[NH2:7][CH2:8][CH2:9][C:10]([NH:11][C:12]1[CH:13]=[N:14][CH:15]=[CH:16][CH:17]=1)=[O:18], predict the reactants needed to synthesize it. The reactants are: C(OC(=O)[NH:7][CH2:8][CH2:9][C:10](=[O:18])[NH:11][C:12]1[CH:13]=[N:14][CH:15]=[CH:16][CH:17]=1)(C)(C)C.[Si]([I:24])(C)(C)C.CO. (6) Given the product [Br:1][C:2]1[CH:3]=[C:4]([C:11]([O:13][CH2:14][CH3:15])=[O:12])[C:5]2[O:9][CH2:8][CH2:7][C:6]=2[CH:10]=1, predict the reactants needed to synthesize it. The reactants are: [Br:1][C:2]1[CH:3]=[C:4]([C:11]([OH:13])=[O:12])[C:5]2[O:9][CH2:8][CH2:7][C:6]=2[CH:10]=1.[CH3:14][CH2:15]O. (7) Given the product [CH3:1][C@H:2]1[C@H:7]([O:8][C:9]2[N:10]=[CH:11][C:12]([C:15]([F:18])([F:16])[F:17])=[CH:13][N:14]=2)[CH2:6][CH2:5][CH2:4][NH:3]1, predict the reactants needed to synthesize it. The reactants are: [CH3:1][C@H:2]1[C@H:7]([O:8][C:9]2[N:14]=[CH:13][C:12]([C:15]([F:18])([F:17])[F:16])=[CH:11][N:10]=2)[CH2:6][CH2:5][CH2:4][N:3]1C(OC(C)(C)C)=O.C(O)(C(F)(F)F)=O.